From a dataset of Reaction yield outcomes from USPTO patents with 853,638 reactions. Predict the reaction yield, written as a fraction of the theoretical maximum amount of product (1.0 means a 100% yield; for example, 0.34 means a 34% yield). (1) The reactants are [CH3:1][CH:2]([N:4]1[C:12](/[CH:13]=[CH:14]/[C@H:15]([OH:24])[CH2:16][C@H:17]([OH:23])[CH2:18][C:19]([O:21]C)=[O:20])=[C:11]([C:25]2[CH:30]=[CH:29][C:28]([F:31])=[CH:27][CH:26]=2)[C:10]2[C:5]1=[CH:6][CH:7]=[CH:8][CH:9]=2)[CH3:3].[OH-].[Na+:33]. The catalyst is C(OCC)(=O)C.O. The product is [CH3:3][CH:2]([N:4]1[C:12](/[CH:13]=[CH:14]/[CH:15]([OH:24])[CH2:16][CH:17]([OH:23])[CH2:18][C:19]([O-:21])=[O:20])=[C:11]([C:25]2[CH:26]=[CH:27][C:28]([F:31])=[CH:29][CH:30]=2)[C:10]2[CH:9]=[CH:8][CH:7]=[CH:6][C:5]1=2)[CH3:1].[Na+:33]. The yield is 0.497. (2) The reactants are [CH:1]([C:3]1[CH:8]=[CH:7][C:6]([C:9]#[C:10][C:11]2[CH:36]=[CH:35][C:14]([C:15]([N:17]([CH3:34])[C@:18]([CH3:33])([C:23]([NH:25][O:26][CH:27]3[CH2:32][CH2:31][CH2:30][CH2:29][O:28]3)=[O:24])[C:19]([NH:21][CH3:22])=[O:20])=[O:16])=[CH:13][CH:12]=2)=[CH:5][CH:4]=1)=O.Cl.[CH3:38][O:39][CH:40]1[CH2:45][CH2:44][NH:43][CH2:42][CH2:41]1. No catalyst specified. The product is [CH3:38][O:39][CH:40]1[CH2:45][CH2:44][N:43]([CH2:1][C:3]2[CH:4]=[CH:5][C:6]([C:9]#[C:10][C:11]3[CH:12]=[CH:13][C:14]([C:15]([N:17]([CH3:34])[C@:18]([CH3:33])([C:23]([NH:25][O:26][CH:27]4[CH2:32][CH2:31][CH2:30][CH2:29][O:28]4)=[O:24])[C:19]([NH:21][CH3:22])=[O:20])=[O:16])=[CH:35][CH:36]=3)=[CH:7][CH:8]=2)[CH2:42][CH2:41]1. The yield is 0.740. (3) The reactants are Cl[C:2]1[C:11]2[C:6](=[CH:7][CH:8]=[C:9]([F:12])[CH:10]=2)[C:5]([O:13][CH:14]2[CH2:16][CH2:15]2)=[CH:4][N:3]=1.[F-:17].[Cs+]. The catalyst is CS(C)=O.O. The product is [F:17][C:2]1[C:11]2[C:6](=[CH:7][CH:8]=[C:9]([F:12])[CH:10]=2)[C:5]([O:13][CH:14]2[CH2:16][CH2:15]2)=[CH:4][N:3]=1. The yield is 0.670. (4) The reactants are [OH:1][C:2]1[CH:3]=[C:4]2[C:8](=[CH:9][CH:10]=1)[NH:7][CH:6]=[CH:5]2.[H-].[Na+].[NH2:13][C:14]1[CH:19]=[C:18](Cl)[C:17]([C:21]#[N:22])=[CH:16][N:15]=1. The catalyst is CS(C)=O. The product is [NH2:13][C:14]1[CH:19]=[C:18]([O:1][C:2]2[CH:3]=[C:4]3[C:8](=[CH:9][CH:10]=2)[NH:7][CH:6]=[CH:5]3)[C:17]([C:21]#[N:22])=[CH:16][N:15]=1. The yield is 0.590.